Dataset: Reaction yield outcomes from USPTO patents with 853,638 reactions. Task: Predict the reaction yield, written as a fraction of the theoretical maximum amount of product (1.0 means a 100% yield; for example, 0.34 means a 34% yield). (1) The reactants are CCN(C(C)C)C(C)C.[Cl:10][C:11]1[C:12]([C:30]2[C:38]3[C:33](=[CH:34][CH:35]=[CH:36][CH:37]=3)[N:32]([CH3:39])[CH:31]=2)=[N:13][C:14]([NH:17][C:18]2[CH:23]=[C:22]([N+:24]([O-:26])=[O:25])[C:21](F)=[CH:20][C:19]=2[O:28][CH3:29])=[N:15][CH:16]=1.Cl.Cl.[CH3:42][N:43]([CH3:48])[CH:44]1[CH2:47][NH:46][CH2:45]1. The catalyst is CC(N(C)C)=O.CO. The product is [Cl:10][C:11]1[C:12]([C:30]2[C:38]3[C:33](=[CH:34][CH:35]=[CH:36][CH:37]=3)[N:32]([CH3:39])[CH:31]=2)=[N:13][C:14]([NH:17][C:18]2[CH:23]=[C:22]([N+:24]([O-:26])=[O:25])[C:21]([N:46]3[CH2:47][CH:44]([N:43]([CH3:48])[CH3:42])[CH2:45]3)=[CH:20][C:19]=2[O:28][CH3:29])=[N:15][CH:16]=1. The yield is 1.00. (2) The reactants are [CH2:1]([N:8]([CH3:19])[C:9](=[O:18])[CH:10]([C:12]1[CH:17]=[CH:16][CH:15]=[CH:14][CH:13]=1)[NH2:11])[C:2]1[CH:7]=[CH:6][CH:5]=[CH:4][CH:3]=1.[C:20]1([CH3:47])[C:21]([C:26]([C@@:28]([C:44]([OH:46])=[O:45])([OH:43])[C@@:29]([C:34]([C:36]2[C:37]([CH3:42])=[CH:38][CH:39]=[CH:40][CH:41]=2)=[O:35])([OH:33])[C:30]([OH:32])=[O:31])=[O:27])=[CH:22][CH:23]=[CH:24][CH:25]=1. The catalyst is CO. The product is [C:20]1([CH3:47])[C:21]([C:26]([C@@:28]([C:44]([OH:46])=[O:45])([OH:43])[C@@:29]([C:34]([C:36]2[C:37]([CH3:42])=[CH:38][CH:39]=[CH:40][CH:41]=2)=[O:35])([OH:33])[C:30]([OH:32])=[O:31])=[O:27])=[CH:22][CH:23]=[CH:24][CH:25]=1.[CH2:1]([N:8]([CH3:19])[C:9](=[O:18])[C@H:10]([C:12]1[CH:17]=[CH:16][CH:15]=[CH:14][CH:13]=1)[NH2:11])[C:2]1[CH:3]=[CH:4][CH:5]=[CH:6][CH:7]=1. The yield is 0.466. (3) The reactants are [CH3:1][O:2][C:3]1[CH:4]=[C:5]2[C:10](=[CH:11][C:12]=1[O:13][CH3:14])[N:9]=[CH:8][CH:7]=[C:6]2[O:15][C:16]1[CH:22]=[CH:21][C:19]([NH2:20])=[C:18]([F:23])[CH:17]=1.C(O)C.[CH3:27][C:28]1[CH:33]=[CH:32][C:31]([C:34]([N:36]=[C:37]=[S:38])=[O:35])=[CH:30][CH:29]=1. The catalyst is C1(C)C=CC=CC=1. The product is [CH3:1][O:2][C:3]1[CH:4]=[C:5]2[C:10](=[CH:11][C:12]=1[O:13][CH3:14])[N:9]=[CH:8][CH:7]=[C:6]2[O:15][C:16]1[CH:22]=[CH:21][C:19]([NH:20][C:37]([NH:36][C:34](=[O:35])[C:31]2[CH:32]=[CH:33][C:28]([CH3:27])=[CH:29][CH:30]=2)=[S:38])=[C:18]([F:23])[CH:17]=1. The yield is 0.980. (4) The reactants are [S:1]1[C:5]2[CH:6]=[CH:7][CH:8]=[CH:9][C:4]=2[N:3]=[C:2]1[NH:10][C:11]([C:13]1[CH:14]=[CH:15][CH:16]=[C:17]2[C:22]=1[CH2:21][N:20]([C:23]1[N:28]=[C:27]([C:29]([O:31][C:32]([CH3:35])([CH3:34])[CH3:33])=[O:30])[C:26]([CH2:36][CH2:37][CH:38]=[O:39])=[CH:25][CH:24]=1)[CH2:19][CH2:18]2)=[O:12].[BH4-].[Na+]. The catalyst is C1COCC1.CO. The product is [S:1]1[C:5]2[CH:6]=[CH:7][CH:8]=[CH:9][C:4]=2[N:3]=[C:2]1[NH:10][C:11]([C:13]1[CH:14]=[CH:15][CH:16]=[C:17]2[C:22]=1[CH2:21][N:20]([C:23]1[N:28]=[C:27]([C:29]([O:31][C:32]([CH3:33])([CH3:34])[CH3:35])=[O:30])[C:26]([CH2:36][CH2:37][CH2:38][OH:39])=[CH:25][CH:24]=1)[CH2:19][CH2:18]2)=[O:12]. The yield is 0.930. (5) The reactants are CC([N:5]([C@@H:9]([CH3:35])[C:10]([NH:12][C@@H:13]([CH2:27][CH2:28][C:29]1[CH:34]=[CH:33][CH:32]=[CH:31][CH:30]=1)/[CH:14]=[CH:15]/[C:16]([N:18]1[C:26]2[C:21](=[CH:22][CH:23]=[CH:24][CH:25]=2)[CH:20]=[CH:19]1)=[O:17])=[O:11])C(=O)[O-])(C)C.[C:36]([OH:42])([C:38]([F:41])([F:40])[F:39])=[O:37]. The catalyst is C(Cl)Cl. The product is [F:39][C:38]([F:41])([F:40])[C:36]([OH:42])=[O:37].[N:18]1([C:16](=[O:17])/[CH:15]=[CH:14]/[C@@H:13]([NH:12][C:10](=[O:11])[C@H:9]([CH3:35])[NH2:5])[CH2:27][CH2:28][C:29]2[CH:34]=[CH:33][CH:32]=[CH:31][CH:30]=2)[C:26]2[C:21](=[CH:22][CH:23]=[CH:24][CH:25]=2)[CH:20]=[CH:19]1. The yield is 0.560. (6) The reactants are [NH2:1][C:2]1[CH:7]=[CH:6][C:5]([C:8]2[CH:13]=[CH:12][C:11]([C:14]([O:16][CH3:17])=[O:15])=[C:10]([CH3:18])[CH:9]=2)=[CH:4][CH:3]=1.Cl[C:20]1[S:21][C:22]2[CH:28]=[C:27]([F:29])[CH:26]=[CH:25][C:23]=2[N:24]=1.Cl.O1CCOCC1. The catalyst is C(O)CCC. The product is [F:29][C:27]1[CH:26]=[CH:25][C:23]2[N:24]=[C:20]([NH:1][C:2]3[CH:3]=[CH:4][C:5]([C:8]4[CH:13]=[CH:12][C:11]([C:14]([O:16][CH3:17])=[O:15])=[C:10]([CH3:18])[CH:9]=4)=[CH:6][CH:7]=3)[S:21][C:22]=2[CH:28]=1. The yield is 0.580. (7) The reactants are [NH2:1][C:2]1[C:3]([F:21])=[CH:4][C:5]([O:15][CH2:16][C:17]([OH:20])([CH3:19])[CH3:18])=[C:6]([N:8]2[C:12](=[O:13])[N:11]([CH3:14])[N:10]=[N:9]2)[CH:7]=1.Cl[C:23]1[N:28]=[C:27]([NH:29][C@@H:30]2[CH2:38][C@H:37]3[N:33]([CH2:34][CH2:35][CH2:36]3)[C:32]([CH3:40])([CH3:39])[CH2:31]2)[C:26]([C:41]#[N:42])=[CH:25][N:24]=1.C1(S(O)(=O)=O)C=CC=CC=1. The catalyst is CC(O)C. The product is [CH3:39][C:32]1([CH3:40])[CH2:31][C@H:30]([NH:29][C:27]2[C:26]([C:41]#[N:42])=[CH:25][N:24]=[C:23]([NH:1][C:2]3[CH:7]=[C:6]([N:8]4[C:12](=[O:13])[N:11]([CH3:14])[N:10]=[N:9]4)[C:5]([O:15][CH2:16][C:17]([OH:20])([CH3:19])[CH3:18])=[CH:4][C:3]=3[F:21])[N:28]=2)[CH2:38][C@H:37]2[N:33]1[CH2:34][CH2:35][CH2:36]2. The yield is 0.800. (8) The reactants are [CH3:1][S:2]([C:5]1[CH:6]=[C:7]([C:11]2[N:16]3[N:17]=[C:18]([NH:20][C:21]4[CH:26]=[CH:25][C:24]([CH2:27][OH:28])=[CH:23][CH:22]=4)[N:19]=[C:15]3[CH:14]=[CH:13][CH:12]=2)[CH:8]=[CH:9][CH:10]=1)(=[O:4])=[O:3].[OH-].[K+].I[CH3:32]. The catalyst is CS(C)=O. The product is [CH3:32][O:28][CH2:27][C:24]1[CH:23]=[CH:22][C:21]([NH:20][C:18]2[N:19]=[C:15]3[CH:14]=[CH:13][CH:12]=[C:11]([C:7]4[CH:8]=[CH:9][CH:10]=[C:5]([S:2]([CH3:1])(=[O:4])=[O:3])[CH:6]=4)[N:16]3[N:17]=2)=[CH:26][CH:25]=1. The yield is 0.120. (9) The reactants are Cl[C:2]1[N:7]=[C:6]([C:8]2[CH:13]=[CH:12][CH:11]=[C:10]([N+:14]([O-:16])=[O:15])[CH:9]=2)[CH:5]=[CH:4][N:3]=1.[CH3:17][O:18][C:19]1[CH:20]=[C:21]([CH2:27][CH2:28][NH2:29])[CH:22]=[CH:23][C:24]=1[O:25][CH3:26].C(N(C(C)C)C(C)C)C. The catalyst is C(O)CCC.C(OCC)(=O)C. The product is [N+:14]([C:10]1[CH:9]=[C:8]([C:6]2[CH:5]=[CH:4][N:3]=[C:2]([NH:29][CH2:28][CH2:27][C:21]3[CH:22]=[CH:23][C:24]([O:25][CH3:26])=[C:19]([O:18][CH3:17])[CH:20]=3)[N:7]=2)[CH:13]=[CH:12][CH:11]=1)([O-:16])=[O:15]. The yield is 0.840.